This data is from Catalyst prediction with 721,799 reactions and 888 catalyst types from USPTO. The task is: Predict which catalyst facilitates the given reaction. (1) Reactant: Cl[C:2]1[CH:11]=[C:10]([C:12]#[N:13])[C:5]([C:6]([O:8][CH3:9])=[O:7])=[C:4]([NH:14][C:15]2[CH:16]=[C:17]([CH3:21])[CH:18]=[CH:19][CH:20]=2)[N:3]=1.CCN(C(C)C)C(C)C.[O:31]1[CH2:35][C@@H:34]([NH2:36])[C@@H:33]([NH2:37])[CH2:32]1. Product: [NH2:36][C@H:34]1[CH2:35][O:31][CH2:32][C@H:33]1[NH:37][C:2]1[CH:11]=[C:10]([C:12]#[N:13])[C:5]([C:6]([O:8][CH3:9])=[O:7])=[C:4]([NH:14][C:15]2[CH:16]=[C:17]([CH3:21])[CH:18]=[CH:19][CH:20]=2)[N:3]=1. The catalyst class is: 121. (2) Reactant: [CH:1]1([NH:4][S:5]([C:8]2[CH:13]=[CH:12][CH:11]=[CH:10][C:9]=2[N+:14]([O-])=O)(=[O:7])=[O:6])[CH2:3][CH2:2]1.Cl. Product: [NH2:14][C:9]1[CH:10]=[CH:11][CH:12]=[CH:13][C:8]=1[S:5]([NH:4][CH:1]1[CH2:3][CH2:2]1)(=[O:7])=[O:6]. The catalyst class is: 50. (3) Product: [CH3:1][O:2][C:3]1[CH:4]=[CH:5][C:6]([CH2:7][O:8][C:9]2[CH:10]=[CH:11][C:12]3[N:13]([C:15]([CH3:19])=[C:16]([NH:18][C:25]([CH:22]4[CH2:24][CH2:23]4)=[O:26])[N:17]=3)[CH:14]=2)=[CH:20][CH:21]=1. Reactant: [CH3:1][O:2][C:3]1[CH:21]=[CH:20][C:6]([CH2:7][O:8][C:9]2[CH:10]=[CH:11][C:12]3[N:13]([C:15]([CH3:19])=[C:16]([NH2:18])[N:17]=3)[CH:14]=2)=[CH:5][CH:4]=1.[CH:22]1([C:25](Cl)=[O:26])[CH2:24][CH2:23]1.C(OCC)(=O)C.C(=O)([O-])O.[Na+]. The catalyst class is: 80. (4) Reactant: C([O:4][CH2:5][C:6]([CH3:50])([CH3:49])[CH2:7][N:8]1[C:14]2[CH:15]=[CH:16][C:17]([Cl:19])=[CH:18][C:13]=2[C@@H:12]([C:20]2[CH:25]=[CH:24][CH:23]=[C:22]([O:26][CH3:27])[C:21]=2[O:28][CH3:29])[O:11][C@H:10]([CH2:30][C:31]([NH:33][C:34]2[CH:35]=[C:36]([C:44]([O:46]C)=[O:45])[C:37]3[CH2:38][CH2:39][CH2:40][CH2:41][C:42]=3[CH:43]=2)=[O:32])[C:9]1=[O:48])(=O)C.[OH-].[Na+].C(O)C. Product: [Cl:19][C:17]1[CH:16]=[CH:15][C:14]2[N:8]([CH2:7][C:6]([CH3:50])([CH3:49])[CH2:5][OH:4])[C:9](=[O:48])[C@@H:10]([CH2:30][C:31]([NH:33][C:34]3[CH:35]=[C:36]([C:44]([OH:46])=[O:45])[C:37]4[CH2:38][CH2:39][CH2:40][CH2:41][C:42]=4[CH:43]=3)=[O:32])[O:11][C@H:12]([C:20]3[CH:25]=[CH:24][CH:23]=[C:22]([O:26][CH3:27])[C:21]=3[O:28][CH3:29])[C:13]=2[CH:18]=1. The catalyst class is: 6. (5) Reactant: [C:1]([O:5][C:6](=[O:20])[CH2:7][N:8]1[C:16]2[C:11](=[CH:12][C:13]([C:17]([OH:19])=O)=[CH:14][CH:15]=2)[CH:10]=[CH:9]1)([CH3:4])([CH3:3])[CH3:2].Cl.[N:22]1[CH:27]=[CH:26][C:25]([N:28]2[CH2:32][CH2:31][C:30]3([CH2:37][CH2:36][NH:35][CH2:34][CH2:33]3)[CH2:29]2)=[CH:24][CH:23]=1.CN(C(ON1N=NC2C=CC=CC1=2)=[N+](C)C)C.F[P-](F)(F)(F)(F)F.CCN(C(C)C)C(C)C. Product: [N:22]1[CH:23]=[CH:24][C:25]([N:28]2[CH2:32][CH2:31][C:30]3([CH2:37][CH2:36][N:35]([C:17]([C:13]4[CH:12]=[C:11]5[C:16](=[CH:15][CH:14]=4)[N:8]([CH2:7][C:6]([O:5][C:1]([CH3:2])([CH3:3])[CH3:4])=[O:20])[CH:9]=[CH:10]5)=[O:19])[CH2:34][CH2:33]3)[CH2:29]2)=[CH:26][CH:27]=1. The catalyst class is: 3. (6) Reactant: [CH2:1]([NH:8][C:9](=[O:14])[CH:10]([Br:13])[CH2:11]Br)[C:2]1[CH:7]=[CH:6][CH:5]=[CH:4][CH:3]=1.[OH-:15].[Na+].Cl.[CH3:18]O. Product: [CH2:1]([NH:8][C:9](=[O:14])[CH:10]([Br:13])[CH2:11][O:15][CH3:18])[C:2]1[CH:7]=[CH:6][CH:5]=[CH:4][CH:3]=1. The catalyst class is: 11. (7) The catalyst class is: 494. Reactant: C(OC([N:6]1[CH2:15][CH2:14][C:13]2[C:8](=[CH:9][C:10]([O:16][CH2:17][C:18]3[CH:23]=[CH:22][C:21]([Cl:24])=[CH:20][CH:19]=3)=[CH:11][CH:12]=2)[CH2:7]1)=O)C. Product: [ClH:24].[Cl:24][C:21]1[CH:20]=[CH:19][C:18]([CH2:17][O:16][C:10]2[CH:9]=[C:8]3[C:13]([CH2:14][CH2:15][NH:6][CH2:7]3)=[CH:12][CH:11]=2)=[CH:23][CH:22]=1.